From a dataset of Reaction yield outcomes from USPTO patents with 853,638 reactions. Predict the reaction yield, written as a fraction of the theoretical maximum amount of product (1.0 means a 100% yield; for example, 0.34 means a 34% yield). (1) The reactants are [C:1]1(=[C:8]([C:24]2[CH:29]=[CH:28][CH:27]=[C:26]([OH:30])[CH:25]=2)[C:9]2[CH:14]=[CH:13][C:12](/[CH:15]=[CH:16]/[C:17]([O:19]C(C)(C)C)=[O:18])=[CH:11][CH:10]=2)[CH2:7][CH2:6][CH2:5][CH2:4][CH2:3][CH2:2]1.C(O)(C(F)(F)F)=O. The catalyst is C(Cl)Cl. The product is [C:1]1(=[C:8]([C:24]2[CH:29]=[CH:28][CH:27]=[C:26]([OH:30])[CH:25]=2)[C:9]2[CH:14]=[CH:13][C:12](/[CH:15]=[CH:16]/[C:17]([OH:19])=[O:18])=[CH:11][CH:10]=2)[CH2:7][CH2:6][CH2:5][CH2:4][CH2:3][CH2:2]1. The yield is 0.900. (2) The yield is 0.640. The reactants are [OH:1][C:2]([C:25]1[N:26]=[N:27][N:28]([CH2:30][O:31][CH2:32][CH2:33][Si:34]([CH3:37])([CH3:36])[CH3:35])[CH:29]=1)([CH3:24])[C:3]#[C:4][C:5]1[CH:6]=[C:7]([N:11]2[C:19]3[C:14](=[CH:15][CH:16]=[CH:17][CH:18]=3)[C:13]([C:20]([O:22]C)=O)=[N:12]2)[CH:8]=[CH:9][CH:10]=1.[NH3:38]. The product is [OH:1][C:2]([C:25]1[N:26]=[N:27][N:28]([CH2:30][O:31][CH2:32][CH2:33][Si:34]([CH3:37])([CH3:35])[CH3:36])[CH:29]=1)([CH3:24])[C:3]#[C:4][C:5]1[CH:6]=[C:7]([N:11]2[C:19]3[C:14](=[CH:15][CH:16]=[CH:17][CH:18]=3)[C:13]([C:20]([NH2:38])=[O:22])=[N:12]2)[CH:8]=[CH:9][CH:10]=1. No catalyst specified. (3) The reactants are Br[C:2]1[CH:3]=[C:4]([N:8]2[C:16]3[CH:15]=[C:14]([N:17]4[CH2:21][CH2:20][C@@H:19]([OH:22])[CH2:18]4)[N:13]=[CH:12][C:11]=3[C:10]([C:23]([NH2:25])=[O:24])=[N:9]2)[CH:5]=[CH:6][CH:7]=1.[C:26]([C@:28]1([OH:35])[CH2:32][CH2:31][N:30]([CH3:33])[C:29]1=[O:34])#[CH:27]. No catalyst specified. The product is [OH:35][C@@:28]1([C:26]#[C:27][C:2]2[CH:3]=[C:4]([N:8]3[C:16]4[CH:15]=[C:14]([N:17]5[CH2:21][CH2:20][C@@H:19]([OH:22])[CH2:18]5)[N:13]=[CH:12][C:11]=4[C:10]([C:23]([NH2:25])=[O:24])=[N:9]3)[CH:5]=[CH:6][CH:7]=2)[CH2:32][CH2:31][N:30]([CH3:33])[C:29]1=[O:34]. The yield is 0.540.